From a dataset of Experimentally validated miRNA-target interactions with 360,000+ pairs, plus equal number of negative samples. Binary Classification. Given a miRNA mature sequence and a target amino acid sequence, predict their likelihood of interaction. (1) The miRNA is mmu-miR-466m-3p with sequence UACAUACACACAUACACACGCA. The protein sequence of the target gene is MNQKLLKLENLLRFHTIYRQLHSLCQRRALRQWRHGFSSAYPVWTAQLCAWPWPTDVLTGAALSQYRLLVTKKEEGPWKSQLSSTKSKKVVEVWIGMTIEELARAMEKNTDYVYEALLNTDIDIDSLEADSHLDEVWIKEVITKAGMKLKWSKLKQDKVRKNKDAVRRPQADPALLTPRSPVVTIMGHVDHGKTTLLDKFRKTQVAAVETGGITQHIGAFLVSLPSGEKITFLDTPGHAAFSAMRARGAQVTDIVVLVVAADDGVMKQTVESIQHAKDAQVPIILAVNKCDKAEADPEKV.... Result: 0 (no interaction). (2) The miRNA is hsa-miR-6716-3p with sequence UCCGAACUCUCCAUUCCUCUGC. The protein sequence of the target gene is MLFKQQAWLRQKLLVLGSLAVGSLLYLVARVGSLDRLQPICPIEGRLGGARTQAEFPLRALQFKRGLLHEFRKGNASKEQVRLHDLVQQLPKAIIIGVRKGGTRALLEMLNLHPAVVKASQEIHFFDNDENYGKGIEWYRKKMPFSYPQQITIEKSPAYFITEEVPERIYKMNSSIKLLIIVREPTTRAISDYTQVLEGKERKNKTYYKFEKLAIDPNTCEVNTKYKAVRTSIYTKHLERWLKYFPIEQFHVVDGDRLITEPLPELQLVEKFLNLPPRISQYNLYFNATRGFYCLRFNII.... Result: 0 (no interaction). (3) The miRNA is hsa-miR-1287-5p with sequence UGCUGGAUCAGUGGUUCGAGUC. The protein sequence of the target gene is MSSNGTDAPAEAQAAMEEPVVQPSVVDRVAGLPLISSTYGMVSAAYTSTKENYPHVRTVCDVAEKGVKTLTTAAVSTAQPILSKLEPQIATASEYAHRGLDRLQESLPILQQPTEKVLADTKELVSSTVSGAQEMVSSSVSSAKETVATRVTGAVDVTLGAVQNSVDKTKSAMTSGVQSVMGSRVGQMVISGVDRVLVKSEAWADNRLPLTEAELALIATPPEDSDMASLQQQRQEQNYFVRLGSLSERLRNHAYEHSLGKLQNARQKAQETLQQLTSVLGLMESVKQGVDQRLGEGQEK.... Result: 0 (no interaction). (4) The miRNA is hsa-miR-6721-5p with sequence UGGGCAGGGGCUUAUUGUAGGAG. The protein sequence of the target gene is MKGLGDSRPRHLSDSLDPPHEPLFAGTDRNPYLLSPTEAFAREARFPGQNTLPGDGLFPLNNQLPPPSSTFPRIHYNSHFEVPEESPFPSHAQATKINRLPANLLDQFEKQLPIHRDGFSTLQFPRGEAKARGESPGRIRHLVHSVQRLFFTKAPSLEGTAGKVGGNGSKKGGMEDGKGRRAKSKERAKAGEPKRRSRSNISGWWSSDDNLDGEAGAFRSSGPASGLMTLGRQAERSQPRYFMHAYNTISGHMLKTTKNNTTELTAPPPPPAPPATCPSLGVGTDTNYVKRGSWSTLTLS.... Result: 1 (interaction).